This data is from Forward reaction prediction with 1.9M reactions from USPTO patents (1976-2016). The task is: Predict the product of the given reaction. (1) Given the reactants [NH2:1][C:2]1[CH:7]=[C:6]([Cl:8])[C:5]([S:9][C:10]2[CH:11]=[C:12]([CH:17]([CH3:19])[CH3:18])[C:13](=[O:16])[NH:14][N:15]=2)=[C:4]([Cl:20])[CH:3]=1.N([O-])=O.[Na+].[C:25]([CH2:27][C:28]([NH:30][C:31]([O:33][CH2:34][CH3:35])=[O:32])=[O:29])#[N:26].[N:36]1C=CC=CC=1, predict the reaction product. The product is: [CH2:34]([O:33][C:31](=[O:32])[NH:30][C:28](=[O:29])[C:27]([C:25]#[N:26])=[N:36][NH:1][C:2]1[CH:3]=[C:4]([Cl:20])[C:5]([S:9][C:10]2[CH:11]=[C:12]([CH:17]([CH3:18])[CH3:19])[C:13](=[O:16])[NH:14][N:15]=2)=[C:6]([Cl:8])[CH:7]=1)[CH3:35]. (2) The product is: [Cl:20][C:18]1[CH:17]=[C:16]([N+:21]([O-:23])=[O:22])[C:15]([Cl:24])=[CH:14][C:19]=1[CH2:3][C:2]([OH:5])=[O:4]. Given the reactants Cl.[C:2]([OH:5])(=[O:4])[CH3:3].O.C(OC(=O)C[C:14]1[CH:19]=[C:18]([Cl:20])[CH:17]=[C:16]([N+:21]([O-:23])=[O:22])[C:15]=1[Cl:24])(C)(C)C, predict the reaction product. (3) Given the reactants [Cl:1][C:2]1[CH:7]=[C:6]([CH2:8][S:9][CH3:10])[CH:5]=[CH:4][N:3]=1.[F:11][C:12](F)([F:16])C(O)=O.C([O:22]O)(C)(C)C, predict the reaction product. The product is: [Cl:1][C:2]1[CH:7]=[C:6]([CH2:8][S:9]([CH3:10])=[O:22])[CH:5]=[C:4]([CH:12]([F:16])[F:11])[N:3]=1. (4) Given the reactants [NH2:1][C:2]1[CH:7]=[CH:6][N:5]=[CH:4][N:3]=1.N12CCN(CC1)CC2.[Cl:16][C:17]1[C:18]([F:28])=[CH:19][C:20]([F:27])=[C:21]([S:23](Cl)(=[O:25])=[O:24])[CH:22]=1, predict the reaction product. The product is: [Cl:16][C:17]1[C:18]([F:28])=[CH:19][C:20]([F:27])=[C:21]([S:23]([NH:1][C:2]2[CH:7]=[CH:6][N:5]=[CH:4][N:3]=2)(=[O:25])=[O:24])[CH:22]=1. (5) Given the reactants Br[CH2:2][CH2:3][O:4][C:5]1[CH:12]=[CH:11][C:8]([C:9]#[N:10])=[CH:7][CH:6]=1.[CH2:13]([CH2:15][NH2:16])[OH:14], predict the reaction product. The product is: [OH:14][CH2:13][CH2:15][NH:16][CH2:2][CH2:3][O:4][C:5]1[CH:12]=[CH:11][C:8]([C:9]#[N:10])=[CH:7][CH:6]=1. (6) Given the reactants Br.[NH2:2][C:3]1[C:11]([OH:12])=[CH:10][CH:9]=[CH:8][C:4]=1[C:5]([OH:7])=[O:6].C(N(CC)CC)C.[C:20]1([CH2:26][C:27](Cl)=O)[CH:25]=[CH:24][CH:23]=[CH:22][CH:21]=1.O.C1(C)C=CC(S(O)(=O)=O)=CC=1, predict the reaction product. The product is: [CH2:26]([C:27]1[O:12][C:11]2[C:3](=[C:4]([C:5]([OH:7])=[O:6])[CH:8]=[CH:9][CH:10]=2)[N:2]=1)[C:20]1[CH:25]=[CH:24][CH:23]=[CH:22][CH:21]=1.